This data is from Reaction yield outcomes from USPTO patents with 853,638 reactions. The task is: Predict the reaction yield, written as a fraction of the theoretical maximum amount of product (1.0 means a 100% yield; for example, 0.34 means a 34% yield). The reactants are Cl[CH2:2][C:3]([NH:5][C:6]1[CH:11]=[C:10]([N+:12]([O-:14])=[O:13])[CH:9]=[CH:8][C:7]=1[CH3:15])=[O:4].[NH:16]1[CH2:21][CH2:20][O:19][CH2:18][CH2:17]1.C(N(CC)CC)C.[I-].[K+]. The catalyst is CN(C=O)C. The product is [CH3:15][C:7]1[CH:8]=[CH:9][C:10]([N+:12]([O-:14])=[O:13])=[CH:11][C:6]=1[NH:5][C:3](=[O:4])[CH2:2][N:16]1[CH2:21][CH2:20][O:19][CH2:18][CH2:17]1. The yield is 0.790.